Predict which catalyst facilitates the given reaction. From a dataset of Catalyst prediction with 721,799 reactions and 888 catalyst types from USPTO. (1) Reactant: [O:1]1[CH2:6][CH2:5][O:4][C:3]2[C:7]([NH2:11])=[CH:8][CH:9]=[CH:10][C:2]1=2.[C:12](OC(=O)C)(=[O:14])[CH3:13]. Product: [O:1]1[CH2:6][CH2:5][O:4][C:3]2[C:7]([NH:11][C:12](=[O:14])[CH3:13])=[CH:8][CH:9]=[CH:10][C:2]1=2. The catalyst class is: 8. (2) Reactant: C[O:2][C:3](=[O:35])[C@@H:4]([CH:29]1[CH2:34][CH2:33][CH2:32][CH2:31][CH2:30]1)[N:5]1[C:14](=[O:15])[C:13]2[C:8](=[CH:9][CH:10]=[CH:11][CH:12]=2)[N:7]([CH2:16][C:17]2[C:25]3[C:20](=[CH:21][CH:22]=[CH:23][C:24]=3[CH3:26])[N:19]([CH3:27])[CH:18]=2)[C:6]1=[O:28]. Product: [CH:29]1([C@@H:4]([N:5]2[C:14](=[O:15])[C:13]3[C:8](=[CH:9][CH:10]=[CH:11][CH:12]=3)[N:7]([CH2:16][C:17]3[C:25]4[C:20](=[CH:21][CH:22]=[CH:23][C:24]=4[CH3:26])[N:19]([CH3:27])[CH:18]=3)[C:6]2=[O:28])[C:3]([OH:35])=[O:2])[CH2:34][CH2:33][CH2:32][CH2:31][CH2:30]1. The catalyst class is: 38.